Dataset: Full USPTO retrosynthesis dataset with 1.9M reactions from patents (1976-2016). Task: Predict the reactants needed to synthesize the given product. (1) Given the product [F:7][C:8]1[C:9](=[O:23])[NH:10][C:11](=[O:22])[NH:12][CH:21]=1, predict the reactants needed to synthesize it. The reactants are: C(OF)(F)(F)F.[F:7][C:8]1[C:9](=[O:23])[NH:10][C:11](=[O:22])[N:12]([CH:21]=1)[C@@H]1O[C@H](CO)[C@@H](O)C1. (2) The reactants are: Cl[C:2]1[C:7]([Cl:8])=[N:6][CH:5]=[CH:4][N:3]=1.[CH:9]1([NH2:12])[CH2:11][CH2:10]1. Given the product [Cl:8][C:7]1[C:2]([NH:12][CH:9]2[CH2:11][CH2:10]2)=[N:3][CH:4]=[CH:5][N:6]=1, predict the reactants needed to synthesize it.